This data is from Full USPTO retrosynthesis dataset with 1.9M reactions from patents (1976-2016). The task is: Predict the reactants needed to synthesize the given product. (1) Given the product [CH2:22]([C:6]1[C:5]([N+:15]([O-:17])=[O:16])=[C:4]([CH:3]=[CH:2][C:18]([O:20][CH3:21])=[O:19])[CH:14]=[CH:13][C:7]=1[C:8]([OH:10])=[O:9])[CH3:23], predict the reactants needed to synthesize it. The reactants are: Cl[CH:2]([C:18]([O:20][CH3:21])=[O:19])[CH2:3][C:4]1[CH:14]=[CH:13][C:7]([C:8]([O:10]CC)=[O:9])=[CH:6][C:5]=1[N+:15]([O-:17])=[O:16].[CH2:22](N(CC)CC)[CH3:23]. (2) Given the product [CH:26]1([CH2:29][N:30]2[C:5]([C:7]3[C:12](=[O:13])[CH:11]=[CH:10][N:9]([C:14]4[CH:19]=[CH:18][CH:17]=[C:16]([C:20]([F:23])([F:22])[F:21])[CH:15]=4)[N:8]=3)=[CH:4][CH:3]=[N:2]2)[CH2:28][CH2:27]1, predict the reactants needed to synthesize it. The reactants are: C[N:2](C)[CH:3]=[CH:4][C:5]([C:7]1[C:12](=[O:13])[CH:11]=[CH:10][N:9]([C:14]2[CH:19]=[CH:18][CH:17]=[C:16]([C:20]([F:23])([F:22])[F:21])[CH:15]=2)[N:8]=1)=O.Cl.[CH:26]1([CH2:29][NH:30]N)[CH2:28][CH2:27]1.CCN(CC)CC.Cl. (3) Given the product [C:29]([C:24]1[CH:25]=[CH:26][CH:27]=[CH:28][C:23]=1[C:18]1[CH:19]=[CH:20][CH:21]=[C:22]([B:31]([OH:34])[OH:32])[C:17]=1[F:16])#[N:30], predict the reactants needed to synthesize it. The reactants are: C([Li])CCC.CC1(C)CCCC(C)(C)N1.[F:16][C:17]1[CH:22]=[CH:21][CH:20]=[CH:19][C:18]=1[C:23]1[C:24]([C:29]#[N:30])=[CH:25][CH:26]=[CH:27][CH:28]=1.[B:31](OC)([O:34]C)[O:32]C.Cl. (4) Given the product [Cl:1][C:2]1[C:7]([C:8]([O:10][CH3:11])=[O:9])=[C:6]([O:28][C:22]2[C:21]([F:20])=[CH:26][CH:25]=[CH:24][C:23]=2[F:27])[N:5]=[CH:4][N:3]=1, predict the reactants needed to synthesize it. The reactants are: [Cl:1][C:2]1[C:7]([C:8]([O:10][CH3:11])=[O:9])=[C:6](Cl)[N:5]=[CH:4][N:3]=1.C(N(CC)CC)C.[F:20][C:21]1[CH:26]=[CH:25][CH:24]=[C:23]([F:27])[C:22]=1[OH:28].